The task is: Predict the product of the given reaction.. This data is from Forward reaction prediction with 1.9M reactions from USPTO patents (1976-2016). (1) Given the reactants [CH:1]([N:14]1[CH2:19][CH2:18][NH:17][CH2:16][CH2:15]1)([C:8]1[CH:13]=[CH:12][CH:11]=[CH:10][CH:9]=1)[C:2]1[CH:7]=[CH:6][CH:5]=[CH:4][CH:3]=1.[O:20]=[C:21]1[C:26]([C:33]2[CH:38]=[CH:37][CH:36]=[CH:35][CH:34]=2)([C:27]2[CH:32]=[CH:31][CH:30]=[CH:29][CH:28]=2)[CH2:25][CH2:24][CH2:23][N:22]1[CH2:39][C:40](O)=[O:41].Cl.C(N=C=NCCCN(C)C)C, predict the reaction product. The product is: [CH:1]([N:14]1[CH2:19][CH2:18][N:17]([C:40](=[O:41])[CH2:39][N:22]2[CH2:23][CH2:24][CH2:25][C:26]([C:33]3[CH:38]=[CH:37][CH:36]=[CH:35][CH:34]=3)([C:27]3[CH:32]=[CH:31][CH:30]=[CH:29][CH:28]=3)[C:21]2=[O:20])[CH2:16][CH2:15]1)([C:8]1[CH:13]=[CH:12][CH:11]=[CH:10][CH:9]=1)[C:2]1[CH:7]=[CH:6][CH:5]=[CH:4][CH:3]=1. (2) Given the reactants C[O:2][C:3]1[CH:8]=[CH:7][C:6]([CH2:9][CH:10]([CH:16]2[CH2:18][CH2:17]2)[CH2:11][C:12]([O:14][CH3:15])=[O:13])=[CH:5][CH:4]=1.COC1C=CC(CC(CCC2C=CC=CC=2)CC(OC)=O)=CC=1, predict the reaction product. The product is: [OH:2][C:3]1[CH:4]=[CH:5][C:6]([CH2:9][CH:10]([CH:16]2[CH2:17][CH2:18]2)[CH2:11][C:12]([O:14][CH3:15])=[O:13])=[CH:7][CH:8]=1. (3) Given the reactants [C:1]([O:5][C:6](=[O:35])[CH2:7][O:8][C:9]1[C:18]2[CH2:17][CH2:16][CH2:15][C@@H:14]([N:19]([S:21]([C:24]3[CH:29]=[C:28]([C:30]([F:33])([F:32])[F:31])[CH:27]=[C:26](F)[CH:25]=3)(=[O:23])=[O:22])[CH3:20])[C:13]=2[CH:12]=[CH:11][CH:10]=1)([CH3:4])([CH3:3])[CH3:2].[H-].[Na+].[CH2:38]([NH:40][CH2:41][CH3:42])[CH3:39].O, predict the reaction product. The product is: [C:1]([O:5][C:6](=[O:35])[CH2:7][O:8][C:9]1[C:18]2[CH2:17][CH2:16][CH2:15][C@@H:14]([N:19]([S:21]([C:24]3[CH:29]=[C:28]([C:30]([F:31])([F:32])[F:33])[CH:27]=[C:26]([N:40]([CH2:41][CH3:42])[CH2:38][CH3:39])[CH:25]=3)(=[O:23])=[O:22])[CH3:20])[C:13]=2[CH:12]=[CH:11][CH:10]=1)([CH3:2])([CH3:4])[CH3:3].